From a dataset of Peptide-MHC class I binding affinity with 185,985 pairs from IEDB/IMGT. Regression. Given a peptide amino acid sequence and an MHC pseudo amino acid sequence, predict their binding affinity value. This is MHC class I binding data. The binding affinity (normalized) is 0.0847. The peptide sequence is PSSKPDWFY. The MHC is HLA-A02:01 with pseudo-sequence HLA-A02:01.